From a dataset of Catalyst prediction with 721,799 reactions and 888 catalyst types from USPTO. Predict which catalyst facilitates the given reaction. (1) Reactant: [N:1]1[C:10]2[C:5](=[CH:6][CH:7]=[CH:8][CH:9]=2)[CH:4]=[CH:3][C:2]=1[NH:11][C:12](=[O:20])OC1C=CC=CC=1.[CH:21]1([S:27][C:28]2[C:33]([CH2:34][NH2:35])=[CH:32][CH:31]=[C:30]([C:36]([F:39])([F:38])[F:37])[N:29]=2)[CH2:26][CH2:25][CH2:24][CH2:23][CH2:22]1.C(N(CC)CC)C. Product: [CH:21]1([S:27][C:28]2[C:33]([CH2:34][NH:35][C:12]([NH:11][C:2]3[CH:3]=[CH:4][C:5]4[C:10](=[CH:9][CH:8]=[CH:7][CH:6]=4)[N:1]=3)=[O:20])=[CH:32][CH:31]=[C:30]([C:36]([F:38])([F:39])[F:37])[N:29]=2)[CH2:22][CH2:23][CH2:24][CH2:25][CH2:26]1. The catalyst class is: 58. (2) Reactant: [NH2:1][CH2:2][CH2:3][CH2:4][OH:5].[N:6]1[CH:11]=[CH:10][N:9]=[CH:8][C:7]=1[C:12](O)=[O:13].CCN(C(C)C)C(C)C.C1C=CC2N(O)N=NC=2C=1.CCN=C=NCCCN(C)C.Cl. Product: [OH:5][CH2:4][CH2:3][CH2:2][NH:1][C:12]([C:7]1[CH:8]=[N:9][CH:10]=[CH:11][N:6]=1)=[O:13]. The catalyst class is: 448.